From a dataset of Full USPTO retrosynthesis dataset with 1.9M reactions from patents (1976-2016). Predict the reactants needed to synthesize the given product. (1) Given the product [C:11]1([C:20]2[CH:21]=[CH:22][CH:23]=[CH:24][CH:25]=2)[CH:12]=[CH:13][CH:14]=[CH:15][C:16]=1[C:2]1[CH:10]=[CH:9][CH:8]=[C:7]2[C:3]=1[CH:4]=[CH:5][NH:6]2, predict the reactants needed to synthesize it. The reactants are: Br[C:2]1[CH:10]=[CH:9][CH:8]=[C:7]2[C:3]=1[CH:4]=[CH:5][NH:6]2.[C:11]1([C:20]2[CH:25]=[CH:24][CH:23]=[CH:22][CH:21]=2)[C:12](B(O)O)=[CH:13][CH:14]=[CH:15][CH:16]=1.[OH-].[Na+]. (2) The reactants are: [OH:1][C:2]1[CH:3]=[C:4]2[C:9](=[CH:10][CH:11]=1)[CH2:8][N:7]([C:12]([O:14][C:15]([CH3:18])([CH3:17])[CH3:16])=[O:13])[CH2:6][CH2:5]2.[CH3:19][OH:20].C=O. Given the product [CH:19]([C:11]1[CH:10]=[C:9]2[C:4]([CH2:5][CH2:6][N:7]([C:12]([O:14][C:15]([CH3:18])([CH3:17])[CH3:16])=[O:13])[CH2:8]2)=[CH:3][C:2]=1[OH:1])=[O:20], predict the reactants needed to synthesize it. (3) Given the product [Cl:8][CH2:7][C:6]([C:9]1[S:10][CH:11]=[CH:12][N:13]=1)=[O:5], predict the reactants needed to synthesize it. The reactants are: C([Si](C(C)C)(C(C)C)[O:5][C:6]([C:9]1[S:10][CH:11]=[CH:12][N:13]=1)=[CH:7][Cl:8])(C)C. (4) Given the product [CH3:8][N:9]1[C:17]2[CH:16]=[C:15]([C:18]3[CH:23]=[CH:22][C:21]([O:24][CH2:25][CH2:26][CH:27]4[CH2:28][CH2:29][N:30]([C:40]5[CH:45]=[CH:44][CH:43]=[CH:42][N:41]=5)[CH2:31][CH2:32]4)=[C:20]([C:33]([F:36])([F:35])[F:34])[CH:19]=3)[N:14]=[C:13]([C:37]#[N:38])[C:12]=2[N:11]=[N:10]1, predict the reactants needed to synthesize it. The reactants are: OC(C(F)(F)F)=O.[CH3:8][N:9]1[C:17]2[CH:16]=[C:15]([C:18]3[CH:23]=[CH:22][C:21]([O:24][CH2:25][CH2:26][CH:27]4[CH2:32][CH2:31][NH:30][CH2:29][CH2:28]4)=[C:20]([C:33]([F:36])([F:35])[F:34])[CH:19]=3)[N:14]=[C:13]([C:37]#[N:38])[C:12]=2[N:11]=[N:10]1.F[C:40]1[CH:45]=[CH:44][CH:43]=[CH:42][N:41]=1. (5) Given the product [ClH:22].[Cl:22][C:13]1[C:12]2[C:17](=[CH:18][C:9]([O:8][CH2:7][C:4]3[CH:5]=[CH:6][N:1]=[CH:2][CH:3]=3)=[CH:10][CH:11]=2)[N:16]=[CH:15][N:14]=1, predict the reactants needed to synthesize it. The reactants are: [N:1]1[CH:6]=[CH:5][C:4]([CH2:7][O:8][C:9]2[CH:18]=[C:17]3[C:12]([C:13](=O)[NH:14][CH:15]=[N:16]3)=[CH:11][CH:10]=2)=[CH:3][CH:2]=1.S(Cl)([Cl:22])=O. (6) The reactants are: Cl.[Br:2][C:3]1[CH:10]=[CH:9][C:6]([NH:7][CH3:8])=[C:5]([N+:11]([O-])=O)[CH:4]=1.C(=O)([O-])[O-].[K+].[K+]. Given the product [Br:2][C:3]1[CH:4]=[C:5]([NH2:11])[C:6]([NH:7][CH3:8])=[CH:9][CH:10]=1, predict the reactants needed to synthesize it. (7) Given the product [Cl:23][C:13]1[N:12]=[CH:11][C:10]2[N:9]([CH2:8][C:6]3[CH:5]=[CH:4][CH:3]=[C:2]([CH3:24])[N:7]=3)[CH2:18][CH:17]3[CH2:19][O:20][CH2:21][CH2:22][N:16]3[C:15]=2[N:14]=1, predict the reactants needed to synthesize it. The reactants are: Br[C:2]1[N:7]=[C:6]([CH2:8][N:9]2[CH2:18][CH:17]3[CH2:19][O:20][CH2:21][CH2:22][N:16]3[C:15]3[N:14]=[C:13]([Cl:23])[N:12]=[CH:11][C:10]2=3)[CH:5]=[CH:4][CH:3]=1.[C:24]([O-])([O-])=O.[K+].[K+].CB1OB(C)OB(C)O1. (8) Given the product [Cl-:1].[Cl:1][C:2]1[CH:35]=[CH:34][C:5]2[N:6]([CH2:9][C:10]3[C:18]4[C:13](=[N:14][CH:15]=[CH:16][CH:17]=4)[N:12]([C:19]([N:21]([CH3:33])[CH2:22][CH2:23][NH2+:24][CH3:25])=[O:20])[N:11]=3)[N:7]=[N:8][C:4]=2[C:3]=1[O:36][C:37]1[CH:42]=[C:41]([C:43]#[N:44])[CH:40]=[C:39]([Cl:45])[CH:38]=1, predict the reactants needed to synthesize it. The reactants are: [Cl:1][C:2]1[CH:35]=[CH:34][C:5]2[N:6]([CH2:9][C:10]3[C:18]4[C:13](=[N:14][CH:15]=[CH:16][CH:17]=4)[N:12]([C:19]([N:21]([CH3:33])[CH2:22][CH2:23][N:24](C)[C:25](=O)OC(C)(C)C)=[O:20])[N:11]=3)[N:7]=[N:8][C:4]=2[C:3]=1[O:36][C:37]1[CH:42]=[C:41]([C:43]#[N:44])[CH:40]=[C:39]([Cl:45])[CH:38]=1. (9) The reactants are: C(=O)([O-])[O-].[K+].[K+].[CH2:7](Br)[CH2:8][CH2:9][CH2:10][CH2:11][CH2:12][CH2:13][CH2:14][CH2:15][CH3:16].[SH:18][CH:19]([OH:21])[CH3:20]. Given the product [CH2:7]([S:18][CH:19]([OH:21])[CH3:20])[CH2:8][CH2:9][CH2:10][CH2:11][CH2:12][CH2:13][CH2:14][CH2:15][CH3:16], predict the reactants needed to synthesize it. (10) Given the product [C:13]1([C:16]2[CH:17]=[CH:18][CH:19]=[CH:20][CH:21]=2)[CH:12]=[CH:11][C:10]([CH2:9][CH:8]=[O:22])=[CH:15][CH:14]=1, predict the reactants needed to synthesize it. The reactants are: O1CCCC1.CN(OC)[C:8](=[O:22])[CH2:9][C:10]1[CH:15]=[CH:14][C:13]([C:16]2[CH:21]=[CH:20][CH:19]=[CH:18][CH:17]=2)=[CH:12][CH:11]=1.C1(C)C=CC=CC=1.[H-].C([Al+]C(C)C)(C)C.